Dataset: Reaction yield outcomes from USPTO patents with 853,638 reactions. Task: Predict the reaction yield, written as a fraction of the theoretical maximum amount of product (1.0 means a 100% yield; for example, 0.34 means a 34% yield). (1) The reactants are O1CCCC1.[NH2:6][C:7]1[C:12]([C:13]2[O:17][N:16]=[C:15]([CH2:18][C:19]3[CH:24]=[CH:23][C:22]([OH:25])=[CH:21][CH:20]=3)[CH:14]=2)=[CH:11][CH:10]=[C:9]([NH2:26])[N:8]=1.[OH-].[Na+].[CH3:29][O:30][C:31]1[CH:32]=[C:33]([CH:36]=[CH:37][CH:38]=1)[CH2:34]Cl. The catalyst is CN(C)C=O. The product is [CH3:29][O:30][C:31]1[CH:32]=[C:33]([CH:36]=[CH:37][CH:38]=1)[CH2:34][O:25][C:22]1[CH:23]=[CH:24][C:19]([CH2:18][C:15]2[CH:14]=[C:13]([C:12]3[C:7]([NH2:6])=[N:8][C:9]([NH2:26])=[CH:10][CH:11]=3)[O:17][N:16]=2)=[CH:20][CH:21]=1. The yield is 0.810. (2) The reactants are N([O-])=O.[Na+].[CH3:5][O:6][C:7]1[C:8]([N+:14]([O-:16])=[O:15])=[C:9](N)[CH:10]=[CH:11][CH:12]=1.C([O-])(O)=O.[Na+].[ClH:22]. The catalyst is O. The product is [Cl:22][C:9]1[CH:10]=[CH:11][CH:12]=[C:7]([O:6][CH3:5])[C:8]=1[N+:14]([O-:16])=[O:15]. The yield is 0.660. (3) The yield is 0.820. No catalyst specified. The product is [OH:9][C:6]1[CH:7]=[CH:8][C:3]2[N:2]=[C:19]([C:18]([O:17][CH3:16])=[O:23])[O:10][C:4]=2[CH:5]=1. The reactants are Cl.[NH2:2][C:3]1[CH:8]=[CH:7][C:6]([OH:9])=[CH:5][C:4]=1[OH:10].C(=O)([O-])O.[Na+].[CH3:16][O:17][C:18](OC)([O:23]C)[C:19](OC)=O.